This data is from Blood-brain barrier permeability classification from the B3DB database. The task is: Regression/Classification. Given a drug SMILES string, predict its absorption, distribution, metabolism, or excretion properties. Task type varies by dataset: regression for continuous measurements (e.g., permeability, clearance, half-life) or binary classification for categorical outcomes (e.g., BBB penetration, CYP inhibition). Dataset: b3db_classification. The molecule is CCCN(CCC)C(=O)Cc1c(-c2ccc(Cl)cc2)nc2ccc(Cl)cn12. The result is 1 (penetrates BBB).